Dataset: Full USPTO retrosynthesis dataset with 1.9M reactions from patents (1976-2016). Task: Predict the reactants needed to synthesize the given product. (1) Given the product [F:13][C:10]1[CH:9]=[CH:8][C:7]([N:6]2[C:2]3[N:1]=[CH:17][NH:16][C:14](=[O:15])[C:3]=3[CH:4]=[N:5]2)=[CH:12][CH:11]=1, predict the reactants needed to synthesize it. The reactants are: [NH2:1][C:2]1[N:6]([C:7]2[CH:12]=[CH:11][C:10]([F:13])=[CH:9][CH:8]=2)[N:5]=[CH:4][C:3]=1[C:14]([NH2:16])=[O:15].[CH:17](OCC)(OCC)OCC. (2) Given the product [CH:1]1([N:4]2[C:8]3[C:9]([O:22][C@@H:23]([C@H:25]4[CH2:29][NH:28][C:27](=[O:30])[CH2:26]4)[CH3:24])=[N:10][C:11]([C:32]4[S:36][C:35]([C:37]([OH:40])([CH3:39])[CH3:38])=[N:34][CH:33]=4)=[CH:12][C:7]=3[N:6]=[CH:5]2)[CH2:2][CH2:3]1, predict the reactants needed to synthesize it. The reactants are: [CH:1]1([N:4]2[C:8]3[C:9]([O:22][C@@H:23]([C@H:25]4[CH2:29][NH:28][C:27](=[O:30])[CH2:26]4)[CH3:24])=[N:10][C:11](B4OC(C)(C)C(C)(C)O4)=[CH:12][C:7]=3[N:6]=[CH:5]2)[CH2:3][CH2:2]1.Br[C:32]1[S:36][C:35]([C:37]([OH:40])([CH3:39])[CH3:38])=[N:34][CH:33]=1.C([O-])([O-])=O.[Na+].[Na+].N#N. (3) The reactants are: [NH:1]([C:3]1[N:12]=[CH:11][CH:10]=[C:9]2[C:4]=1[CH:5]=[C:6]([C:31]1[CH:36]=[CH:35][CH:34]=[CH:33][CH:32]=1)[C:7]([C:13]1[CH:18]=[CH:17][C:16]([C:19]3([NH:23][C:24](=[O:30])[O:25][C:26]([CH3:29])([CH3:28])[CH3:27])[CH2:22][CH2:21][CH2:20]3)=[CH:15][CH:14]=1)=[N:8]2)[NH2:2].[C:37](N1C=CN=C1)(N1C=CN=C1)=[O:38].C(=O)(O)[O-].[Na+].C(OCC)(=O)C. Given the product [OH:38][C:37]1[N:12]2[C:3]([C:4]3[CH:5]=[C:6]([C:31]4[CH:32]=[CH:33][CH:34]=[CH:35][CH:36]=4)[C:7]([C:13]4[CH:18]=[CH:17][C:16]([C:19]5([NH:23][C:24](=[O:30])[O:25][C:26]([CH3:29])([CH3:28])[CH3:27])[CH2:22][CH2:21][CH2:20]5)=[CH:15][CH:14]=4)=[N:8][C:9]=3[CH:10]=[CH:11]2)=[N:1][N:2]=1, predict the reactants needed to synthesize it. (4) Given the product [Cl:16][C:17]1[CH:25]=[CH:24][C:20]([C:21]([NH:7][C:5]2[S:6][C:2]([CH3:1])=[C:3]([C:8]3[CH:9]=[CH:10][CH:11]=[CH:12][CH:13]=3)[N:4]=2)=[O:22])=[CH:19][N:18]=1, predict the reactants needed to synthesize it. The reactants are: [CH3:1][C:2]1[S:6][C:5]([NH2:7])=[N:4][C:3]=1[C:8]1[CH:13]=[CH:12][CH:11]=[CH:10][CH:9]=1.[H-].[Na+].[Cl:16][C:17]1[CH:25]=[CH:24][C:20]([C:21](Cl)=[O:22])=[CH:19][N:18]=1.C(N(C(C)C)CC)(C)C. (5) The reactants are: C(=O)([O-])[O-].[Cs+].[Cs+].Br[C:8]1[CH:16]=[C:15]2[C:11]([CH2:12][CH2:13][C:14]2=[O:17])=[CH:10][CH:9]=1.[F:18][C:19]1[CH:20]=[C:21](B(O)O)[CH:22]=[CH:23][CH:24]=1.C1(C)C=CC=CC=1. Given the product [F:18][C:19]1[CH:24]=[C:23]([C:8]2[CH:16]=[C:15]3[C:11]([CH2:12][CH2:13][C:14]3=[O:17])=[CH:10][CH:9]=2)[CH:22]=[CH:21][CH:20]=1, predict the reactants needed to synthesize it. (6) Given the product [OH:46][CH2:45][C:44]1[CH:47]=[CH:48][C:41]([NH:40][C:32]([NH:23][C:22]2[CH:24]=[CH:25][C:19]([C:10]3[N:11]=[C:12]([N:13]4[CH2:18][CH2:17][O:16][CH2:15][CH2:14]4)[C:7]4[CH:6]=[CH:5][N:4]([CH2:3][C:2]([F:26])([F:1])[F:27])[C:8]=4[N:9]=3)=[CH:20][CH:21]=2)=[O:38])=[CH:42][CH:43]=1, predict the reactants needed to synthesize it. The reactants are: [F:1][C:2]([F:27])([F:26])[CH2:3][N:4]1[C:8]2[N:9]=[C:10]([C:19]3[CH:25]=[CH:24][C:22]([NH2:23])=[CH:21][CH:20]=3)[N:11]=[C:12]([N:13]3[CH2:18][CH2:17][O:16][CH2:15][CH2:14]3)[C:7]=2[CH:6]=[CH:5]1.ClC(Cl)(O[C:32](=[O:38])OC(Cl)(Cl)Cl)Cl.[NH2:40][C:41]1[CH:48]=[CH:47][C:44]([CH2:45][OH:46])=[CH:43][CH:42]=1. (7) Given the product [Cl:3][C:4]1[CH:9]=[CH:8][C:7]([O:10][CH2:16][C:15]([O:14][CH2:12][CH3:13])=[O:18])=[CH:6][C:5]=1[F:11], predict the reactants needed to synthesize it. The reactants are: [H-].[Na+].[Cl:3][C:4]1[CH:9]=[CH:8][C:7]([OH:10])=[CH:6][C:5]=1[F:11].[CH2:12]([O:14][C:15](=[O:18])[CH2:16]Br)[CH3:13]. (8) Given the product [N:1]([CH:4]1[CH2:5][CH2:15][CH:8]([CH2:9][CH2:10][CH2:11][CH2:12][CH3:13])[CH2:7][CH2:6]1)=[C:2]=[O:3], predict the reactants needed to synthesize it. The reactants are: [N:1]([CH:4]([CH2:6][CH2:7][CH2:8][CH2:9][CH2:10][CH2:11][CH2:12][CH2:13]C)[CH3:5])=[C:2]=[O:3].[CH2:15](C1CCC(C(O)=O)CC1)CCCC.